From a dataset of Full USPTO retrosynthesis dataset with 1.9M reactions from patents (1976-2016). Predict the reactants needed to synthesize the given product. Given the product [CH2:1]([O:8][C@@H:9]1[C@@H:15]([O:16][CH2:17][C:18]2[CH:19]=[CH:20][CH:21]=[CH:22][CH:23]=2)[C@H:14]([O:24][CH2:25][C:26]2[CH:27]=[CH:28][CH:29]=[CH:30][CH:31]=2)[C@@H:13]([CH2:32][O:33][CH2:34][C:35]2[CH:40]=[CH:39][CH:38]=[CH:37][CH:36]=2)[O:12][C@H:10]1[C:41]1[CH:46]=[C:45]([CH2:47][C:48]2[CH:49]=[CH:50][C:51]([CH2:54][CH2:55][NH:56][C:57]([C:58]3[CH:63]=[CH:62][CH:61]=[CH:60][CH:59]=3)([C:70]3[CH:71]=[CH:72][CH:73]=[CH:74][CH:75]=3)[C:64]3[CH:65]=[CH:66][CH:67]=[CH:68][CH:69]=3)=[CH:52][CH:53]=2)[C:44]([CH3:77])=[CH:43][C:42]=1[O:78][CH2:79][C:80]1[CH:81]=[CH:82][CH:83]=[CH:84][CH:85]=1)[C:2]1[CH:7]=[CH:6][CH:5]=[CH:4][CH:3]=1, predict the reactants needed to synthesize it. The reactants are: [CH2:1]([O:8][C@@H:9]1[C@@H:15]([O:16][CH2:17][C:18]2[CH:23]=[CH:22][CH:21]=[CH:20][CH:19]=2)[C@H:14]([O:24][CH2:25][C:26]2[CH:31]=[CH:30][CH:29]=[CH:28][CH:27]=2)[C@@H:13]([CH2:32][O:33][CH2:34][C:35]2[CH:40]=[CH:39][CH:38]=[CH:37][CH:36]=2)[O:12][C:10]1([C:41]1[CH:46]=[C:45]([CH:47](O)[C:48]2[CH:53]=[CH:52][C:51]([CH2:54][CH2:55][NH:56][C:57]([C:70]3[CH:75]=[CH:74][CH:73]=[CH:72][CH:71]=3)([C:64]3[CH:69]=[CH:68][CH:67]=[CH:66][CH:65]=3)[C:58]3[CH:63]=[CH:62][CH:61]=[CH:60][CH:59]=3)=[CH:50][CH:49]=2)[C:44]([CH3:77])=[CH:43][C:42]=1[O:78][CH2:79][C:80]1[CH:85]=[CH:84][CH:83]=[CH:82][CH:81]=1)O)[C:2]1[CH:7]=[CH:6][CH:5]=[CH:4][CH:3]=1.[SiH](CC)(CC)CC.B(F)(F)F.CCOCC.C(=O)(O)[O-].[Na+].